From a dataset of hERG potassium channel inhibition data for cardiac toxicity prediction from Karim et al.. Regression/Classification. Given a drug SMILES string, predict its toxicity properties. Task type varies by dataset: regression for continuous values (e.g., LD50, hERG inhibition percentage) or binary classification for toxic/non-toxic outcomes (e.g., AMES mutagenicity, cardiotoxicity, hepatotoxicity). Dataset: herg_karim. (1) The result is 0 (non-blocker). The drug is COc1cc(-c2cn([C@H]3C[C@@H]([Si](C)(C)C)CCN(Cc4ccccc4)C3=O)nn2)ccc1-n1cnc(C)c1. (2) The drug is CC(C)[C@H](Oc1ccc(CNC(=O)[C@@H]2CCCN2C(=O)CC([NH3+])Cc2c(F)c(F)c(F)c(F)c2F)cc1)C(=O)O. The result is 0 (non-blocker). (3) The drug is Cc1cnc(Nc2ccc(OCCN3CCCC3)cc2)nc1Nc1cccc(S(=O)(=O)NC(C)(C)C)c1. The result is 1 (blocker).